Dataset: Full USPTO retrosynthesis dataset with 1.9M reactions from patents (1976-2016). Task: Predict the reactants needed to synthesize the given product. (1) Given the product [N:21]1([C:13]2[C:12]3[CH:16]=[CH:17][CH:18]=[CH:19][C:11]=3[S:10][C:9]3[CH:20]=[C:5]4[O:4][CH2:3][CH2:2][O:1][C:6]4=[CH:7][C:8]=3[N:14]=2)[CH2:26][CH2:25][NH:24][CH2:23][CH2:22]1, predict the reactants needed to synthesize it. The reactants are: [O:1]1[C:6]2=[CH:7][C:8]3[NH:14][C:13](=O)[C:12]4[CH:16]=[CH:17][CH:18]=[CH:19][C:11]=4[S:10][C:9]=3[CH:20]=[C:5]2[O:4][CH2:3][CH2:2]1.[NH:21]1[CH2:26][CH2:25][NH:24][CH2:23][CH2:22]1. (2) Given the product [C:45]1([C:48]2[CH:49]=[CH:50][CH:51]=[CH:52][CH:53]=2)[CH:44]=[CH:43][C:42]([CH2:41][C@@H:40]([NH:54][C:7]([C:4]2[NH:5][N:6]=[C:2]([Cl:1])[N:3]=2)=[O:9])[CH2:39][C@@H:38]([CH2:62][OH:63])[C:37]([OH:64])=[O:36])=[CH:47][CH:46]=1, predict the reactants needed to synthesize it. The reactants are: [Cl:1][C:2]1[N:3]=[C:4]([C:7]([OH:9])=O)[NH:5][N:6]=1.CN(C(ON1N=NC2C=CC=NC1=2)=[N+](C)C)C.F[P-](F)(F)(F)(F)F.C([O:36][C:37](=[O:64])[C@H:38]([CH2:62][OH:63])[CH2:39][C@H:40]([NH:54]C(OC(C)(C)C)=O)[CH2:41][C:42]1[CH:47]=[CH:46][C:45]([C:48]2[CH:53]=[CH:52][CH:51]=[CH:50][CH:49]=2)=[CH:44][CH:43]=1)C.Cl.O1CCOCC1. (3) Given the product [N+:1]([C:4]1[C:5]([CH3:19])=[C:6]2[C:11](=[C:12]([CH3:15])[C:13]=1[CH3:14])[O:10][C:9]([CH3:16])([C:17]([OH:26])=[O:18])[CH2:8][CH2:7]2)([O-:3])=[O:2], predict the reactants needed to synthesize it. The reactants are: [N+:1]([C:4]1[C:5]([CH3:19])=[C:6]2[C:11](=[C:12]([CH3:15])[C:13]=1[CH3:14])[O:10][C:9]([CH:17]=[O:18])([CH3:16])[CH2:8][CH2:7]2)([O-:3])=[O:2].CC(=CC)C.Cl([O-])=[O:26].[Na+].O.O.P([O-])(O)(O)=O.[Na+]. (4) Given the product [CH3:1][C@H:2]1[CH2:7][O:6][CH2:5][CH2:4][N:3]1[C:8]1[N:9]=[C:10]([N:29]2[CH2:34][CH2:33][O:32][CH2:31][C@@H:30]2[CH3:35])[C:11]2[CH:17]=[CH:16][C:15]([C:18]3[CH:26]=[CH:25][C:21]([C:22]([NH:37][CH3:36])=[O:23])=[C:20]([O:27][CH3:28])[CH:19]=3)=[N:14][C:12]=2[N:13]=1, predict the reactants needed to synthesize it. The reactants are: [CH3:1][C@H:2]1[CH2:7][O:6][CH2:5][CH2:4][N:3]1[C:8]1[N:9]=[C:10]([N:29]2[CH2:34][CH2:33][O:32][CH2:31][C@@H:30]2[CH3:35])[C:11]2[CH:17]=[CH:16][C:15]([C:18]3[CH:26]=[CH:25][C:21]([C:22](O)=[O:23])=[C:20]([O:27][CH3:28])[CH:19]=3)=[N:14][C:12]=2[N:13]=1.[CH3:36][N:37](C(ON1N=NC2C=CC=CC1=2)=[N+](C)C)C.F[P-](F)(F)(F)(F)F.CN.C(N(CC)CC)C. (5) Given the product [NH2:39][C:38]1[CH:37]=[CH:36][C:20]([O:21][CH2:22][CH2:35][CH2:1][O:3][S:14]([C:42]2[CH:46]=[CH:5][C:4]([CH3:13])=[CH:44][CH:43]=2)(=[O:16])=[O:15])=[CH:19][C:18]=1[CH2:17][S:14]([C:4]1[C:13]2[C:8](=[CH:9][CH:10]=[CH:11][CH:12]=2)[CH:7]=[CH:6][CH:5]=1)(=[O:15])=[O:16], predict the reactants needed to synthesize it. The reactants are: [CH2:1]([OH:3])C.[C:4]1([S:14]([CH2:17][C:18]2[CH:19]=[C:20]([CH:36]=[CH:37][C:38]=2[N+:39]([O-])=O)[O:21][CH:22]([CH3:35])COS(C2C=CC(C)=CC=2)(=O)=O)(=[O:16])=[O:15])[C:13]2[C:8](=[CH:9][CH:10]=[CH:11][CH:12]=2)[CH:7]=[CH:6][CH:5]=1.[CH2:42]1[CH2:46]O[CH2:44][CH2:43]1. (6) Given the product [CH2:21]([O:12][C:6]1[CH:5]=[C:4]([N:3]([CH2:1][CH3:2])[CH2:13][CH3:14])[CH:11]=[CH:10][C:7]=1[CH:8]=[O:9])[C:22]1[CH:27]=[CH:26][CH:25]=[CH:24][CH:23]=1, predict the reactants needed to synthesize it. The reactants are: [CH2:1]([N:3]([CH2:13][CH3:14])[C:4]1[CH:11]=[CH:10][C:7]([CH:8]=[O:9])=[C:6]([OH:12])[CH:5]=1)[CH3:2].C(=O)([O-])[O-].[K+].[K+].[CH2:21](Br)[C:22]1[CH:27]=[CH:26][CH:25]=[CH:24][CH:23]=1.